This data is from Forward reaction prediction with 1.9M reactions from USPTO patents (1976-2016). The task is: Predict the product of the given reaction. (1) Given the reactants [Cl:1][C:2]1[CH:37]=[CH:36][C:35]([CH2:38][CH2:39][CH2:40][O:41][CH3:42])=[CH:34][C:3]=1[CH2:4][N:5]([CH:31]1[CH2:33][CH2:32]1)[C:6]([C@@H:8]1[C@:13]([C:16]2[CH:21]=[CH:20][C:19]([F:22])=[C:18]([F:23])[CH:17]=2)([O:14][CH3:15])[CH2:12][CH2:11][N:10](C(OC(C)(C)C)=O)[CH2:9]1)=[O:7].Cl, predict the reaction product. The product is: [Cl:1][C:2]1[CH:37]=[CH:36][C:35]([CH2:38][CH2:39][CH2:40][O:41][CH3:42])=[CH:34][C:3]=1[CH2:4][N:5]([CH:31]1[CH2:32][CH2:33]1)[C:6]([CH:8]1[C:13]([C:16]2[CH:21]=[CH:20][C:19]([F:22])=[C:18]([F:23])[CH:17]=2)([O:14][CH3:15])[CH2:12][CH2:11][NH:10][CH2:9]1)=[O:7]. (2) Given the reactants C([O:3][C:4](=[O:22])[CH2:5][C:6]1[S:10][C:9]([C:11]2[CH:16]=[CH:15][C:14]([C:17]([F:20])([F:19])[F:18])=[CH:13][CH:12]=2)=[N:8][C:7]=1[CH3:21])C.[OH-].[Na+], predict the reaction product. The product is: [CH3:21][C:7]1[N:8]=[C:9]([C:11]2[CH:16]=[CH:15][C:14]([C:17]([F:20])([F:18])[F:19])=[CH:13][CH:12]=2)[S:10][C:6]=1[CH2:5][C:4]([OH:22])=[O:3]. (3) Given the reactants [Cl:1][C:2]1[C:3](Br)=[N:4][CH:5]=[C:6]([Br:8])[CH:7]=1.C([Li])CCC.CCCCCC.CN(C)[CH:23]=[O:24].[BH4-].[Na+].[Cl-].[NH4+], predict the reaction product. The product is: [Br:8][C:6]1[CH:7]=[C:2]([Cl:1])[C:3]([CH2:23][OH:24])=[N:4][CH:5]=1. (4) Given the reactants [O:1]1[CH2:6][CH2:5][CH2:4][CH2:3][CH:2]1[CH2:7][OH:8].N1C(C)=CC=CC=1C.[F:17][C:18]([F:31])([F:30])[S:19](O[S:19]([C:18]([F:31])([F:30])[F:17])(=[O:21])=[O:20])(=[O:21])=[O:20], predict the reaction product. The product is: [F:17][C:18]([F:31])([F:30])[S:19]([O:8][CH2:7][CH:2]1[CH2:3][CH2:4][CH2:5][CH2:6][O:1]1)(=[O:21])=[O:20]. (5) Given the reactants [NH2:1][C:2]1[CH:10]=[CH:9][CH:8]=[C:7]([O:11][CH3:12])[C:3]=1[C:4]([OH:6])=O.N1[CH:17]=[CH:16]N=C1.C(Cl)(=O)C.Cl.[NH2:23][CH:24]1[CH2:29][CH2:28][C:27](=[O:30])[NH:26][C:25]1=[O:31].P(OC1C=CC=CC=1)(OC1C=CC=CC=1)OC1C=CC=CC=1, predict the reaction product. The product is: [CH3:12][O:11][C:7]1[CH:8]=[CH:9][CH:10]=[C:2]2[C:3]=1[C:4](=[O:6])[N:23]([CH:24]1[CH2:29][CH2:28][C:27](=[O:30])[NH:26][C:25]1=[O:31])[C:16]([CH3:17])=[N:1]2.